Dataset: Forward reaction prediction with 1.9M reactions from USPTO patents (1976-2016). Task: Predict the product of the given reaction. (1) Given the reactants [NH2:1][CH:2]1[CH2:7][CH2:6][N:5]([CH2:8][CH2:9][N:10]2[C:19]3[C:14](=[C:15]([F:21])[CH:16]=[C:17]([F:20])[CH:18]=3)[CH:13]=[CH:12][C:11]2=[O:22])[CH2:4][CH2:3]1.[CH3:23][N:24]1[C:28]2[CH:29]=[CH:30][C:31]([C:33](O)=[O:34])=[CH:32][C:27]=2[N:26]=[N:25]1.C(Cl)CCl.C1C=CC2N(O)N=NC=2C=1, predict the reaction product. The product is: [F:21][C:15]1[CH:16]=[C:17]([F:20])[CH:18]=[C:19]2[C:14]=1[CH:13]=[CH:12][C:11](=[O:22])[N:10]2[CH2:9][CH2:8][N:5]1[CH2:4][CH2:3][CH:2]([NH:1][C:33]([C:31]2[CH:30]=[CH:29][C:28]3[N:24]([CH3:23])[N:25]=[N:26][C:27]=3[CH:32]=2)=[O:34])[CH2:7][CH2:6]1. (2) Given the reactants Br[CH2:2][C:3]([C:5]12[CH2:14][CH:9]3[CH2:10][CH:11]([CH2:13][CH:7]([CH2:8]3)[CH2:6]1)[CH2:12]2)=[O:4].[N:15]1[CH:20]=[CH:19][CH:18]=[N:17][C:16]=1[SH:21].C(N(CC)CC)C, predict the reaction product. The product is: [C:5]12([C:3](=[O:4])[CH2:2][S:21][C:16]3[N:17]=[CH:18][CH:19]=[CH:20][N:15]=3)[CH2:14][CH:9]3[CH2:10][CH:11]([CH2:13][CH:7]([CH2:8]3)[CH2:6]1)[CH2:12]2. (3) Given the reactants [OH-].[Li+].C[O:4][C:5]([CH:7]1[CH2:12][CH2:11][CH:10]([C:13]2[NH:17][C:16](=[O:18])[O:15][N:14]=2)[CH2:9][CH2:8]1)=[O:6], predict the reaction product. The product is: [O:18]=[C:16]1[O:15][N:14]=[C:13]([CH:10]2[CH2:9][CH2:8][CH:7]([C:5]([OH:6])=[O:4])[CH2:12][CH2:11]2)[NH:17]1. (4) Given the reactants [CH2:1]([O:3][C:4]([CH:6]1[C:11](=O)[NH:10][C:9]2[CH:13]=[C:14]([Cl:19])[C:15]([O:17][CH3:18])=[CH:16][C:8]=2[O:7]1)=[O:5])[CH3:2], predict the reaction product. The product is: [CH2:1]([O:3][C:4]([CH:6]1[CH2:11][NH:10][C:9]2[CH:13]=[C:14]([Cl:19])[C:15]([O:17][CH3:18])=[CH:16][C:8]=2[O:7]1)=[O:5])[CH3:2]. (5) Given the reactants C(OC([N:8]1[C:16]2[C:11](=[CH:12][CH:13]=[C:14]([N:17]([CH2:19][C:20]3[CH:25]=[CH:24][CH:23]=[CH:22][CH:21]=3)[CH3:18])[CH:15]=2)[C:10]([C:26]([C:29]#[N:30])(C)C)=[CH:9]1)=O)(C)(C)C, predict the reaction product. The product is: [CH2:19]([N:17]([CH3:18])[C:14]1[CH:15]=[C:16]2[C:11]([C:10]([CH2:26][C:29]#[N:30])=[CH:9][NH:8]2)=[CH:12][CH:13]=1)[C:20]1[CH:21]=[CH:22][CH:23]=[CH:24][CH:25]=1. (6) Given the reactants Br[C:2]1[CH:11]=[C:10]2[C:5]([CH2:6][CH2:7][N:8]([C:12]3[CH:17]=[C:16]([N:18]4[CH2:23][CH2:22][N:21]([CH3:24])[CH2:20][CH2:19]4)[N:15]=[C:14]([NH2:25])[N:13]=3)[CH2:9]2)=[CH:4][C:3]=1[F:26].[CH3:27][N:28]([CH3:40])[C:29]([C:31]1[CH:32]=[C:33](B(O)O)[CH:34]=[CH:35][CH:36]=1)=[O:30], predict the reaction product. The product is: [NH2:25][C:14]1[N:13]=[C:12]([N:8]2[CH2:7][CH2:6][C:5]3[C:10](=[CH:11][C:2]([C:35]4[CH:36]=[C:31]([CH:32]=[CH:33][CH:34]=4)[C:29]([N:28]([CH3:40])[CH3:27])=[O:30])=[C:3]([F:26])[CH:4]=3)[CH2:9]2)[CH:17]=[C:16]([N:18]2[CH2:23][CH2:22][N:21]([CH3:24])[CH2:20][CH2:19]2)[N:15]=1. (7) Given the reactants [C:1]1([C:7]2[CH:12]=[CH:11][C:10]([C:13]3[O:17][N:16]=[C:15]([C:18]4[CH:23]=[CH:22][C:21]([CH2:24][N:25]5[CH:29]=[CH:28][C:27]([C:30]([O:32]C)=[O:31])=[N:26]5)=[CH:20][CH:19]=4)[N:14]=3)=[CH:9][C:8]=2[C:34]([F:37])([F:36])[F:35])[CH2:6][CH2:5][CH2:4][CH2:3][CH:2]=1.[OH-].[Na+:39], predict the reaction product. The product is: [Na+:39].[C:1]1([C:7]2[CH:12]=[CH:11][C:10]([C:13]3[O:17][N:16]=[C:15]([C:18]4[CH:23]=[CH:22][C:21]([CH2:24][N:25]5[CH:29]=[CH:28][C:27]([C:30]([O-:32])=[O:31])=[N:26]5)=[CH:20][CH:19]=4)[N:14]=3)=[CH:9][C:8]=2[C:34]([F:36])([F:37])[F:35])[CH2:6][CH2:5][CH2:4][CH2:3][CH:2]=1. (8) Given the reactants [CH:1]([N:4]1[C:8]([C:9]2[N:10]=[C:11]3[C:17]4[CH:18]=[CH:19][C:20]([CH:22]([C:28]([O:30]CC)=O)[C:23]([O:25]CC)=O)=[CH:21][C:16]=4[O:15][CH2:14][CH2:13][N:12]3[CH:33]=2)=[N:7][CH:6]=[N:5]1)([CH3:3])[CH3:2].[NH2:34][NH2:35], predict the reaction product. The product is: [CH:1]([N:4]1[C:8]([C:9]2[N:10]=[C:11]3[C:17]4[CH:18]=[CH:19][C:20]([CH:22]5[C:28](=[O:30])[NH:35][NH:34][C:23]5=[O:25])=[CH:21][C:16]=4[O:15][CH2:14][CH2:13][N:12]3[CH:33]=2)=[N:7][CH:6]=[N:5]1)([CH3:2])[CH3:3].